From a dataset of Catalyst prediction with 721,799 reactions and 888 catalyst types from USPTO. Predict which catalyst facilitates the given reaction. (1) Reactant: [CH2:1]([O:3][C:4](=[O:24])[C@@H:5]([O:22][CH3:23])[CH2:6][C:7]1[CH:12]=[CH:11][C:10]([O:13][CH2:14][C:15]([O:17]C(C)(C)C)=[O:16])=[CH:9][CH:8]=1)[CH3:2].FC(F)(F)C(O)=O. Product: [CH2:1]([O:3][C:4](=[O:24])[C@@H:5]([O:22][CH3:23])[CH2:6][C:7]1[CH:12]=[CH:11][C:10]([O:13][CH2:14][C:15]([OH:17])=[O:16])=[CH:9][CH:8]=1)[CH3:2]. The catalyst class is: 4. (2) Reactant: [CH:1]1[C:10]2[C:5](=[CH:6][CH:7]=[CH:8][CH:9]=2)[CH:4]=[CH:3][N:2]=1.[CH3:11][O:12][C:13]1[CH:14]=[C:15]2[C:19](=[CH:20][CH:21]=1)[N:18]([CH3:22])[C:17](=[O:23])[C:16]2=[O:24].FC(F)(F)S(O[C:31]1[CH:36]=[CH:35][CH:34]=[CH:33][C:32]=1[Si](C)(C)C)(=O)=O.[F-].[K+].O1CCOCCOCCOCCOCCOCC1. Product: [CH3:11][O:12][C:13]1[CH:14]=[C:15]2[C:19](=[CH:20][CH:21]=1)[N:18]([CH3:22])[C:17](=[O:23])[C:16]12[O:24][CH:1]2[C:10]3[C:5]([CH:4]=[CH:3][N:2]2[C:32]2[CH:33]=[CH:34][CH:35]=[CH:36][C:31]1=2)=[CH:6][CH:7]=[CH:8][CH:9]=3. The catalyst class is: 1.